From a dataset of Forward reaction prediction with 1.9M reactions from USPTO patents (1976-2016). Predict the product of the given reaction. (1) Given the reactants [CH:1]([C:3]1[CH:10]=[CH:9][CH:8]=[CH:7][C:4]=1[C:5]#[N:6])=[O:2].[BH4-].[Na+].O.[ClH:14], predict the reaction product. The product is: [ClH:14].[NH:6]=[C:5]1[C:4]2[C:3](=[CH:10][CH:9]=[CH:8][CH:7]=2)[CH2:1][O:2]1. (2) Given the reactants [N+:1]([C:4]1[CH:5]=[N:6][NH:7][CH:8]=1)([O-:3])=[O:2].C([O-])([O-])=O.[Cs+].[Cs+].Br[CH2:16][CH2:17][OH:18], predict the reaction product. The product is: [N+:1]([C:4]1[CH:5]=[N:6][N:7]([CH2:16][CH2:17][OH:18])[CH:8]=1)([O-:3])=[O:2].